Predict which catalyst facilitates the given reaction. From a dataset of Catalyst prediction with 721,799 reactions and 888 catalyst types from USPTO. Reactant: [NH2:1][C:2]1[S:6][C:5]2[CH2:7][CH2:8][CH2:9][CH2:10][C:4]=2[C:3]=1[C:11]([C:13]1[CH:18]=[CH:17][C:16]([CH2:19][CH3:20])=[CH:15][CH:14]=1)=O.[C:21]([O:28][CH3:29])(=[O:27])[CH2:22][CH2:23][C:24]([CH3:26])=O.Cl[Si](C)(C)C. Product: [CH3:26][C:24]1[N:1]=[C:2]2[S:6][C:5]3[CH2:7][CH2:8][CH2:9][CH2:10][C:4]=3[C:3]2=[C:11]([C:13]2[CH:18]=[CH:17][C:16]([CH2:19][CH3:20])=[CH:15][CH:14]=2)[C:23]=1[CH2:22][C:21]([O:28][CH3:29])=[O:27]. The catalyst class is: 3.